This data is from Peptide-MHC class I binding affinity with 185,985 pairs from IEDB/IMGT. The task is: Regression. Given a peptide amino acid sequence and an MHC pseudo amino acid sequence, predict their binding affinity value. This is MHC class I binding data. (1) The binding affinity (normalized) is 0.908. The MHC is Mamu-A01 with pseudo-sequence Mamu-A01. The peptide sequence is STPDGLDI. (2) The peptide sequence is QPENLEYTIV. The MHC is HLA-B07:02 with pseudo-sequence HLA-B07:02. The binding affinity (normalized) is 0.220. (3) The peptide sequence is YQAENSTAE. The MHC is HLA-A30:01 with pseudo-sequence HLA-A30:01. The binding affinity (normalized) is 0.213.